This data is from Reaction yield outcomes from USPTO patents with 853,638 reactions. The task is: Predict the reaction yield, written as a fraction of the theoretical maximum amount of product (1.0 means a 100% yield; for example, 0.34 means a 34% yield). (1) The reactants are C(=O)([O-])[O-].[K+].[K+].[I-].[K+].[Cl:9][C:10]1[C:11]([CH3:17])=[CH:12][C:13]([OH:16])=[CH:14][CH:15]=1.[CH3:18][N:19]([CH3:36])[C:20]([O:22][C:23]1[CH:24]=[C:25]2[C:30](=[CH:31][CH:32]=1)[C@@H:29]([CH2:33][CH2:34]Br)[NH:28][CH2:27][CH2:26]2)=[O:21].[F:37][C:38]([F:43])([F:42])[C:39]([NH2:41])=[O:40]. The catalyst is CN(C)C=O.O. The product is [CH3:18][N:19]([CH3:36])[C:20]([O:22][C:23]1[CH:24]=[C:25]2[C:30](=[CH:31][CH:32]=1)[C@@H:29]([CH2:33][CH2:34][O:16][C:13]1[CH:14]=[CH:15][C:10]([Cl:9])=[C:11]([CH3:17])[CH:12]=1)[NH:28][CH2:27][CH2:26]2)=[O:21].[F:37][C:38]([F:43])([F:42])[C:39]([NH2:41])=[O:40]. The yield is 0.840. (2) The reactants are [Cl:1][C:2]1[CH:3]=[C:4]2[C:12](=[C:13]([NH:15][C:16]([C@H:18]3[N:23]([CH2:24][C:25]([OH:27])=O)[CH2:22][C:21]([CH3:29])([CH3:28])[O:20][CH2:19]3)=[O:17])[CH:14]=1)[NH:11][C:10]1[CH:9]=[N:8][CH:7]=[CH:6][C:5]2=1.[CH3:30][NH:31][CH2:32][CH2:33][OH:34]. The product is [Cl:1][C:2]1[CH:3]=[C:4]2[C:12](=[C:13]([NH:15][C:16]([C@@H:18]3[CH2:19][O:20][C:21]([CH3:28])([CH3:29])[CH2:22][N:23]3[CH2:24][C:25](=[O:27])[N:31]([CH2:32][CH2:33][OH:34])[CH3:30])=[O:17])[CH:14]=1)[NH:11][C:10]1[CH:9]=[N:8][CH:7]=[CH:6][C:5]2=1. No catalyst specified. The yield is 0.550. (3) The reactants are [Br:1][C:2]1[CH:9]=[CH:8][C:5]([NH:6][CH3:7])=[C:4]([N+:10]([O-])=O)[CH:3]=1.O.O.Cl[Sn]Cl.[OH-].[K+]. The catalyst is C(O)C. The product is [Br:1][C:2]1[CH:3]=[C:4]([NH2:10])[C:5]([NH:6][CH3:7])=[CH:8][CH:9]=1. The yield is 0.960. (4) The reactants are [CH2:1]([O:8][CH2:9][Li])[C:2]1[CH:7]=[CH:6][CH:5]=[CH:4][CH:3]=1.[Sn](COCC1C=CC=CC=1)(CCCC)(CCCC)CCCC.[Li]CCCC.[Br:38][C:39]1[CH:44]=[CH:43][C:42]([NH:45][C:46]2[C:47]([CH:56]=[O:57])=[CH:48][C:49]3[NH:53][CH:52]=[N:51][C:50]=3[C:54]=2[F:55])=[C:41]([Cl:58])[CH:40]=1. The catalyst is C1COCC1. The product is [CH2:1]([O:8][CH2:9][CH:56]([C:47]1[C:46]([NH:45][C:42]2[CH:43]=[CH:44][C:39]([Br:38])=[CH:40][C:41]=2[Cl:58])=[C:54]([F:55])[C:50]2[N:51]=[CH:52][NH:53][C:49]=2[CH:48]=1)[OH:57])[C:2]1[CH:7]=[CH:6][CH:5]=[CH:4][CH:3]=1. The yield is 0.680. (5) The reactants are C(OC1C=[CH:13][C:12]([NH:15][C:16]2[N:21]=CN=[C:18]([O:22][C:23]3[CH:28]=[CH:27][C:26]([NH:29][C:30](=[O:42])[CH2:31][C:32](NC4C=CC(F)=CC=4)=O)=[CH:25][C:24]=3[F:43])[CH:17]=2)=CC=1)C1C=CC=CC=1.CCO[C:47]([CH3:49])=O.C([O-])(O)=O.[Na+]. The catalyst is ClCCCl. The product is [NH2:21][C:16]1[CH:17]=[C:18]([O:22][C:23]2[CH:28]=[CH:27][C:26]([NH:29][C:30](=[O:42])[C:31]3[CH:32]=[CH:12][N:15]=[C:16]([NH:21][C:47]4[CH:49]=[CH:25][C:24]([F:43])=[CH:23][CH:28]=4)[CH:17]=3)=[CH:25][C:24]=2[F:43])[CH:13]=[CH:12][N:15]=1. The yield is 0.0630. (6) The reactants are [F:1][C:2]1[C:11]([CH3:12])=[CH:10][C:5]([C:6]([O:8][CH3:9])=[O:7])=[CH:4][C:3]=1[O:13][CH3:14].[F:15][B-](F)(F)F.ClC[N+]12CC[N+](F)(CC1)CC2.F[B-](F)(F)F.C(O)(=O)C. The catalyst is C(#N)C. The product is [F:15][C:10]1[C:11]([CH3:12])=[C:2]([F:1])[C:3]([O:13][CH3:14])=[CH:4][C:5]=1[C:6]([O:8][CH3:9])=[O:7]. The yield is 0.275.